This data is from Reaction yield outcomes from USPTO patents with 853,638 reactions. The task is: Predict the reaction yield, written as a fraction of the theoretical maximum amount of product (1.0 means a 100% yield; for example, 0.34 means a 34% yield). (1) The reactants are [CH3:1][O:2][C:3]1[CH:8]=[CH:7][C:6]([C:9]2[N:14]=[CH:13][C:12]3[CH:15]=[C:16]([CH:18]=O)[O:17][C:11]=3[CH:10]=2)=[CH:5][CH:4]=1.[CH2:20]1[S:26][C:24](=[O:25])[NH:23][C:21]1=[O:22].NCCC(O)=O. The catalyst is C(O)(=O)C. The product is [CH3:1][O:2][C:3]1[CH:4]=[CH:5][C:6]([C:9]2[N:14]=[CH:13][C:12]3[CH:15]=[C:16](/[CH:18]=[C:20]4/[C:21](=[O:22])[NH:23][C:24](=[O:25])[S:26]/4)[O:17][C:11]=3[CH:10]=2)=[CH:7][CH:8]=1. The yield is 0.710. (2) The reactants are [CH:1]([C:3]1[CH:4]=[CH:5][C:6]([N+:26]([O-])=O)=[C:7]([NH:9][CH:10]2[CH2:15][CH2:14][N:13]([C@H:16]3[CH2:21][CH2:20][C@H:19]([O:22][CH2:23][CH2:24][CH3:25])[CH2:18][CH2:17]3)[CH2:12][CH2:11]2)[CH:8]=1)=[CH2:2].C([O-])=O.[NH4+]. The catalyst is CO.[Pd]. The product is [CH2:1]([C:3]1[CH:8]=[C:7]([NH:9][CH:10]2[CH2:15][CH2:14][N:13]([C@H:16]3[CH2:21][CH2:20][C@H:19]([O:22][CH2:23][CH2:24][CH3:25])[CH2:18][CH2:17]3)[CH2:12][CH2:11]2)[C:6]([NH2:26])=[CH:5][CH:4]=1)[CH3:2]. The yield is 0.820. (3) The reactants are [N:1]12[CH2:8][CH2:7][CH:4]([CH2:5][CH2:6]1)[CH:3]([NH:9][C:10]([C:12]1[CH:13]=[CH:14][CH:15]=[C:16]3[O:20][C:19]([C:21]4[CH:26]=[CH:25][C:24](I)=[CH:23][CH:22]=4)=[N:18][C:17]=13)=[O:11])[CH2:2]2.[C:28]1(B(O)O)[CH:33]=[CH:32][CH:31]=[CH:30][CH:29]=1.C([O-])([O-])=O.[Na+].[Na+]. The catalyst is C1C=CC([P]([Pd]([P](C2C=CC=CC=2)(C2C=CC=CC=2)C2C=CC=CC=2)([P](C2C=CC=CC=2)(C2C=CC=CC=2)C2C=CC=CC=2)[P](C2C=CC=CC=2)(C2C=CC=CC=2)C2C=CC=CC=2)(C2C=CC=CC=2)C2C=CC=CC=2)=CC=1.C1(C)C=CC=CC=1. The product is [N:1]12[CH2:8][CH2:7][CH:4]([CH2:5][CH2:6]1)[CH:3]([NH:9][C:10]([C:12]1[CH:13]=[CH:14][CH:15]=[C:16]3[O:20][C:19]([C:21]4[CH:26]=[CH:25][C:24]([C:28]5[CH:33]=[CH:32][CH:31]=[CH:30][CH:29]=5)=[CH:23][CH:22]=4)=[N:18][C:17]=13)=[O:11])[CH2:2]2. The yield is 0.780. (4) The reactants are [N:1]([CH:4]([CH3:28])[CH2:5][C:6]1[CH:11]=[CH:10][C:9]([C:12]2[N:16]=[CH:15][N:14]([C:17]3[CH:22]=[CH:21][C:20]([O:23][C:24]([F:27])([F:26])[F:25])=[CH:19][CH:18]=3)[N:13]=2)=[CH:8][CH:7]=1)=[C:2]=[O:3].[N-]=C=O.[CH:32]([C:35]1[CH:40]=[CH:39][C:38]([CH3:41])=[CH:37][C:36]=1[NH:42][C:43]([NH2:45])=[S:44])([CH3:34])[CH3:33].C(=O)([O-])[O-].[Cs+].[Cs+].[C:52]([O-])(=[O:54])[CH3:53].[Na+].BrCC(OC)=O. The catalyst is C(#N)C.C(O)C.C(OCC)(=O)C. The product is [CH:32]([C:35]1[CH:40]=[CH:39][C:38]([CH3:41])=[CH:37][C:36]=1[N:42]1[C:52](=[O:54])[CH2:53][S:44]/[C:43]/1=[N:45]\[C:2]([NH:1][CH:4]([CH3:28])[CH2:5][C:6]1[CH:11]=[CH:10][C:9]([C:12]2[N:16]=[CH:15][N:14]([C:17]3[CH:22]=[CH:21][C:20]([O:23][C:24]([F:26])([F:25])[F:27])=[CH:19][CH:18]=3)[N:13]=2)=[CH:8][CH:7]=1)=[O:3])([CH3:34])[CH3:33]. The yield is 0.200. (5) The reactants are [F:1][CH2:2][C:3]([O:5]CC)=O.[Cl:8][C:9]1[CH:18]=[CH:17][C:12]([CH2:13][CH2:14][Mg]Br)=[CH:11][CH:10]=1. The catalyst is O1CCCC1.[Cl-].[NH4+]. The product is [Cl:8][C:9]1[CH:18]=[CH:17][C:12]([CH2:13][CH2:14][C:3](=[O:5])[CH2:2][F:1])=[CH:11][CH:10]=1. The yield is 0.180.